From a dataset of NCI-60 drug combinations with 297,098 pairs across 59 cell lines. Regression. Given two drug SMILES strings and cell line genomic features, predict the synergy score measuring deviation from expected non-interaction effect. (1) Drug 1: CC12CCC3C(C1CCC2=O)CC(=C)C4=CC(=O)C=CC34C. Drug 2: CCCCCOC(=O)NC1=NC(=O)N(C=C1F)C2C(C(C(O2)C)O)O. Cell line: SF-539. Synergy scores: CSS=21.9, Synergy_ZIP=-1.94, Synergy_Bliss=-4.13, Synergy_Loewe=-31.7, Synergy_HSA=-4.37. (2) Drug 1: C1=NC(=NC(=O)N1C2C(C(C(O2)CO)O)O)N. Drug 2: C1=CN(C=N1)CC(O)(P(=O)(O)O)P(=O)(O)O. Cell line: RXF 393. Synergy scores: CSS=25.0, Synergy_ZIP=-9.40, Synergy_Bliss=-1.83, Synergy_Loewe=-0.543, Synergy_HSA=0.575. (3) Drug 1: C1=NC(=NC(=O)N1C2C(C(C(O2)CO)O)O)N. Drug 2: C#CCC(CC1=CN=C2C(=N1)C(=NC(=N2)N)N)C3=CC=C(C=C3)C(=O)NC(CCC(=O)O)C(=O)O. Cell line: A498. Synergy scores: CSS=41.7, Synergy_ZIP=3.46, Synergy_Bliss=4.53, Synergy_Loewe=-14.4, Synergy_HSA=3.68. (4) Drug 1: C1=CC(=CC=C1CCCC(=O)O)N(CCCl)CCCl. Drug 2: B(C(CC(C)C)NC(=O)C(CC1=CC=CC=C1)NC(=O)C2=NC=CN=C2)(O)O. Cell line: LOX IMVI. Synergy scores: CSS=28.9, Synergy_ZIP=-6.91, Synergy_Bliss=-2.37, Synergy_Loewe=0.750, Synergy_HSA=-0.508. (5) Drug 1: C1C(C(OC1N2C=NC3=C(N=C(N=C32)Cl)N)CO)O. Drug 2: CC12CCC3C(C1CCC2O)C(CC4=C3C=CC(=C4)O)CCCCCCCCCS(=O)CCCC(C(F)(F)F)(F)F. Cell line: RXF 393. Synergy scores: CSS=1.94, Synergy_ZIP=-0.995, Synergy_Bliss=2.46, Synergy_Loewe=-2.57, Synergy_HSA=-0.459. (6) Drug 1: C1=CN(C(=O)N=C1N)C2C(C(C(O2)CO)O)O.Cl. Drug 2: CC1=C(C=C(C=C1)C(=O)NC2=CC(=CC(=C2)C(F)(F)F)N3C=C(N=C3)C)NC4=NC=CC(=N4)C5=CN=CC=C5. Cell line: SW-620. Synergy scores: CSS=15.9, Synergy_ZIP=-3.08, Synergy_Bliss=-0.396, Synergy_Loewe=-20.6, Synergy_HSA=-3.41. (7) Drug 1: CC1=CC2C(CCC3(C2CCC3(C(=O)C)OC(=O)C)C)C4(C1=CC(=O)CC4)C. Drug 2: CC1CCC2CC(C(=CC=CC=CC(CC(C(=O)C(C(C(=CC(C(=O)CC(OC(=O)C3CCCCN3C(=O)C(=O)C1(O2)O)C(C)CC4CCC(C(C4)OC)OCCO)C)C)O)OC)C)C)C)OC. Cell line: HT29. Synergy scores: CSS=21.2, Synergy_ZIP=3.94, Synergy_Bliss=7.34, Synergy_Loewe=-10.0, Synergy_HSA=5.88.